This data is from Forward reaction prediction with 1.9M reactions from USPTO patents (1976-2016). The task is: Predict the product of the given reaction. (1) Given the reactants [N+:1]([O-:4])(O)=[O:2].[CH3:5][C:6]1[S:7][C:8]([C:12]2[CH:17]=[CH:16][N:15]=[C:14]([NH:18][C:19]3[CH:24]=[CH:23][C:22]([N:25]([CH3:27])[CH3:26])=[CH:21][CH:20]=3)[N:13]=2)=[C:9]([CH3:11])[N:10]=1.[N+]([O-])(OC(=O)C)=O.C([O-])(O)=O.[Na+], predict the reaction product. The product is: [CH3:5][C:6]1[S:7][C:8]([C:12]2[CH:17]=[CH:16][N:15]=[C:14]([NH:18][C:19]3[CH:24]=[CH:23][C:22]([N:25]([CH3:27])[CH3:26])=[C:21]([N+:1]([O-:4])=[O:2])[CH:20]=3)[N:13]=2)=[C:9]([CH3:11])[N:10]=1. (2) Given the reactants [Br:1][C:2]1[CH:26]=[N:25][C:5]2=[N:6][C:7]([N:12]3[CH2:15][C:14]([NH:17][C:18](=[O:24])[O:19][C:20]([CH3:23])([CH3:22])[CH3:21])([CH3:16])[CH2:13]3)=[C:8]([NH:10][NH2:11])[N:9]=[C:4]2[CH:3]=1.[CH:27](OC)(OC)OC, predict the reaction product. The product is: [Br:1][C:2]1[CH:26]=[N:25][C:5]2[N:6]=[C:7]([N:12]3[CH2:15][C:14]([NH:17][C:18](=[O:24])[O:19][C:20]([CH3:22])([CH3:21])[CH3:23])([CH3:16])[CH2:13]3)[C:8]3[N:9]([CH:27]=[N:11][N:10]=3)[C:4]=2[CH:3]=1.